Task: Predict the reaction yield, written as a fraction of the theoretical maximum amount of product (1.0 means a 100% yield; for example, 0.34 means a 34% yield).. Dataset: Reaction yield outcomes from USPTO patents with 853,638 reactions (1) The reactants are Cl.[OH:2][C:3]1([CH3:9])[CH2:8][CH2:7][NH:6][CH2:5][CH2:4]1.C(N(CC)CC)C.[CH3:17][NH:18][C:19]([N:21]1[C:29]2[C:24](=[CH:25][C:26]([O:30][C:31]3[CH:36]=[CH:35][N:34]=[C:33]([NH:37][C:38]([NH:40][CH2:41][C:42](O)=[O:43])=[O:39])[CH:32]=3)=[CH:27][CH:28]=2)[CH:23]=[CH:22]1)=[O:20].O. The catalyst is CN(C)C=O.C(OCC)(=O)C.O1CCCC1. The product is [CH3:17][NH:18][C:19]([N:21]1[C:29]2[C:24](=[CH:25][C:26]([O:30][C:31]3[CH:36]=[CH:35][N:34]=[C:33]([NH:37][C:38]([NH:40][CH2:41][C:42]([N:6]4[CH2:7][CH2:8][C:3]([OH:2])([CH3:9])[CH2:4][CH2:5]4)=[O:43])=[O:39])[CH:32]=3)=[CH:27][CH:28]=2)[CH:23]=[CH:22]1)=[O:20]. The yield is 0.754. (2) The reactants are [C:1]1([CH:8]=[CH:7][CH:6]=[C:4]([OH:5])[CH:3]=1)[OH:2].[OH:9][C:10]1[CH:11]=[C:12]([CH2:16][C:17](O)=[O:18])[CH:13]=[CH:14][CH:15]=1.B(F)(F)F.CCOCC.C([O-])(=O)C.[Na+]. The catalyst is C1(C)C=CC=CC=1.O. The product is [OH:2][C:1]1[CH:3]=[C:4]([OH:5])[CH:6]=[CH:7][C:8]=1[C:17](=[O:18])[CH2:16][C:12]1[CH:13]=[CH:14][CH:15]=[C:10]([OH:9])[CH:11]=1. The yield is 0.570. (3) The reactants are [O:1]1[CH2:6][CH2:5][CH:4]([NH:7][CH2:8][C:9]([OH:11])=[O:10])[CH2:3][CH2:2]1.CCN(CC)CC.[O:19](C(OC(C)(C)C)=O)[C:20]([O:22][C:23]([CH3:26])([CH3:25])[CH3:24])=O.Cl.O.P. The catalyst is CN(C=O)C. The product is [C:23]([O:22][C:20]([N:7]([CH:4]1[CH2:3][CH2:2][O:1][CH2:6][CH2:5]1)[CH2:8][C:9]([OH:11])=[O:10])=[O:19])([CH3:26])([CH3:25])[CH3:24]. The yield is 0.430. (4) The reactants are [CH3:1][O:2][C:3]1[N:8]=[C:7]([O:9][CH3:10])[C:6]([NH2:11])=[CH:5][N:4]=1.[C:12](N1C=CN=C1)(N1C=CN=C1)=[S:13].CCCCCC.C(OCC)(=O)C. The catalyst is O1CCCC1. The product is [N:11]([C:6]1[C:7]([O:9][CH3:10])=[N:8][C:3]([O:2][CH3:1])=[N:4][CH:5]=1)=[C:12]=[S:13]. The yield is 0.840. (5) The reactants are [Cl:1][C:2]1[CH:19]=[C:18]([N+:20]([O-])=O)[CH:17]=[C:16]([Cl:23])[C:3]=1[O:4][C:5]1[CH:6]=[N:7][C:8]2[C:13]([CH:14]=1)=[CH:12][C:11]([CH3:15])=[CH:10][CH:9]=2.[NH4+].[Cl-]. The catalyst is CCO.C1COCC1.O.[Fe]. The product is [Cl:1][C:2]1[CH:19]=[C:18]([NH2:20])[CH:17]=[C:16]([Cl:23])[C:3]=1[O:4][C:5]1[CH:6]=[N:7][C:8]2[C:13]([CH:14]=1)=[CH:12][C:11]([CH3:15])=[CH:10][CH:9]=2. The yield is 0.980. (6) The reactants are [CH3:1][NH:2][CH3:3].[I:4][C:5]1[CH:10]=[CH:9][C:8]([S:11](Cl)(=[O:13])=[O:12])=[CH:7][CH:6]=1.O. The catalyst is N1C=CC=CC=1. The product is [I:4][C:5]1[CH:10]=[CH:9][C:8]([S:11]([N:2]([CH3:3])[CH3:1])(=[O:13])=[O:12])=[CH:7][CH:6]=1. The yield is 0.880.